From a dataset of Full USPTO retrosynthesis dataset with 1.9M reactions from patents (1976-2016). Predict the reactants needed to synthesize the given product. Given the product [F:10][C:7]1[CH:8]=[CH:9][C:2]([B:11]2[O:15][C:14]([CH3:17])([CH3:16])[C:13]([CH3:19])([CH3:18])[O:12]2)=[C:3]([CH:6]=1)[CH:4]=[O:5], predict the reactants needed to synthesize it. The reactants are: Br[C:2]1[CH:9]=[CH:8][C:7]([F:10])=[CH:6][C:3]=1[CH:4]=[O:5].[B:11]1([B:11]2[O:15][C:14]([CH3:17])([CH3:16])[C:13]([CH3:19])([CH3:18])[O:12]2)[O:15][C:14]([CH3:17])([CH3:16])[C:13]([CH3:19])([CH3:18])[O:12]1.